This data is from Full USPTO retrosynthesis dataset with 1.9M reactions from patents (1976-2016). The task is: Predict the reactants needed to synthesize the given product. (1) Given the product [OH:47][NH:46][C:3]([C:5]1[CH:14]=[CH:13][C:12]2[CH2:11][CH2:10][CH:9]([NH:15][C:24](=[O:26])/[CH:23]=[CH:22]/[C:18]3[CH:17]=[N:16][CH:21]=[CH:20][CH:19]=3)[CH2:8][C:7]=2[CH:6]=1)=[O:4], predict the reactants needed to synthesize it. The reactants are: CO[C:3]([C:5]1[CH:14]=[CH:13][C:12]2[CH2:11][CH2:10][CH:9]([NH2:15])[CH2:8][C:7]=2[CH:6]=1)=[O:4].[N:16]1[CH:21]=[CH:20][CH:19]=[C:18](/[CH:22]=[CH:23]/[C:24]([OH:26])=O)[CH:17]=1.CCN=C=NCCCN(C)C.C1C=CC2[N:46]([OH:47])N=NC=2C=1.ON.[OH-].[K+]. (2) Given the product [S:24]1[CH:28]=[CH:27][C:26]2[C:29]([N:33]3[CH2:38][CH2:37][N:36]([CH2:2][CH2:3][CH2:4][CH2:5][O:6][C:7]4[CH:16]=[C:15]5[C:10]([CH:11]=[CH:12][C:13](=[O:22])[N:14]5[CH2:17][O:18][C:19](=[O:21])[CH3:20])=[CH:9][CH:8]=4)[CH2:35][CH2:34]3)=[CH:30][CH:31]=[CH:32][C:25]1=2, predict the reactants needed to synthesize it. The reactants are: Cl[CH2:2][CH2:3][CH2:4][CH2:5][O:6][C:7]1[CH:16]=[C:15]2[C:10]([CH:11]=[CH:12][C:13](=[O:22])[N:14]2[CH2:17][O:18][C:19](=[O:21])[CH3:20])=[CH:9][CH:8]=1.Cl.[S:24]1[CH:28]=[CH:27][C:26]2[C:29]([N:33]3[CH2:38][CH2:37][NH:36][CH2:35][CH2:34]3)=[CH:30][CH:31]=[CH:32][C:25]1=2.C(=O)([O-])[O-].[K+].[K+].[I-].[Na+].[Cl-].[NH4+]. (3) Given the product [NH2:1][CH2:2][CH2:3][N:4]1[C:12]([C:13]2[CH:18]=[CH:17][CH:16]=[C:15]([O:31][CH3:27])[CH:14]=2)=[C:11]2[C:6]([N:7]([CH3:23])[C:8](=[O:22])[N:9]([CH3:21])[C:10]2=[O:20])=[CH:5]1, predict the reactants needed to synthesize it. The reactants are: [NH2:1][CH2:2][CH2:3][N:4]1[C:12]([C:13]2[CH:18]=[CH:17][CH:16]=[C:15](Cl)[CH:14]=2)=[C:11]2[C:6]([N:7]([CH3:23])[C:8](=[O:22])[N:9]([CH3:21])[C:10]2=[O:20])=[CH:5]1.BrC1C=[C:27]([O:31]C)C=CC=1.